This data is from Full USPTO retrosynthesis dataset with 1.9M reactions from patents (1976-2016). The task is: Predict the reactants needed to synthesize the given product. (1) Given the product [F:50][C:51]1[CH:57]=[CH:56][CH:55]=[C:54]([C:58]([F:61])([F:60])[F:59])[C:52]=1[NH:53][C:42]([C@H:34]1[N:33]([C:31](=[O:32])[C@@H:30]([NH:29][C:27](=[O:28])[C@@H:26]([N:25]([CH3:49])[C:23](=[O:24])[O:22][C:18]([CH3:19])([CH3:20])[CH3:21])[CH3:48])[CH:45]([CH3:46])[CH3:47])[C:37]2=[N:38][CH:39]=[CH:40][CH:41]=[C:36]2[CH2:35]1)=[O:44], predict the reactants needed to synthesize it. The reactants are: CN(C=O)C.C(Cl)(=O)C(Cl)=O.N1C=CC=CC=1.[C:18]([O:22][C:23]([N:25]([CH3:49])[C@@H:26]([CH3:48])[C:27]([NH:29][C@@H:30]([CH:45]([CH3:47])[CH3:46])[C:31]([N:33]1[C:37]2=[N:38][CH:39]=[CH:40][CH:41]=[C:36]2[CH2:35][C@H:34]1[C:42]([OH:44])=O)=[O:32])=[O:28])=[O:24])([CH3:21])([CH3:20])[CH3:19].[F:50][C:51]1[CH:57]=[CH:56][CH:55]=[C:54]([C:58]([F:61])([F:60])[F:59])[C:52]=1[NH2:53].CN1CCOCC1. (2) Given the product [C:15]([O:19][C:20]([N:22]1[CH2:27][CH2:26][N:25]([C:6](=[O:8])[C:5]2[CH:9]=[CH:10][C:2]([Br:1])=[CH:3][C:4]=2[S:11]([CH3:14])(=[O:13])=[O:12])[CH2:24][CH2:23]1)=[O:21])([CH3:18])([CH3:16])[CH3:17], predict the reactants needed to synthesize it. The reactants are: [Br:1][C:2]1[CH:10]=[CH:9][C:5]([C:6]([OH:8])=O)=[C:4]([S:11]([CH3:14])(=[O:13])=[O:12])[CH:3]=1.[C:15]([O:19][C:20]([N:22]1[CH2:27][CH2:26][NH:25][CH2:24][CH2:23]1)=[O:21])([CH3:18])([CH3:17])[CH3:16]. (3) Given the product [CH3:7][O:8][C:9]1[CH:10]=[C:11]2[C:16](=[CH:17][C:18]=1[O:19][CH3:20])[N:15]=[CH:14][CH:13]=[C:12]2[O:21][C:22]1[CH:30]=[C:29]2[C:25]([C:26]([NH:32][C:34]3[CH:39]=[CH:38][CH:37]=[CH:36][CH:35]=3)=[N:27][N:28]2[CH3:31])=[CH:24][CH:23]=1, predict the reactants needed to synthesize it. The reactants are: CC(C)([O-])C.[Na+].[CH3:7][O:8][C:9]1[CH:10]=[C:11]2[C:16](=[CH:17][C:18]=1[O:19][CH3:20])[N:15]=[CH:14][CH:13]=[C:12]2[O:21][C:22]1[CH:30]=[C:29]2[C:25]([C:26]([NH2:32])=[N:27][N:28]2[CH3:31])=[CH:24][CH:23]=1.Br[C:34]1[CH:39]=[CH:38][CH:37]=[CH:36][CH:35]=1. (4) Given the product [Br:1][C:2]1[CH:3]=[C:4]([N+:15]([O-:17])=[O:16])[C:5]([NH:8][CH:9]2[CH2:14][CH2:13][N:12]([C:19]3[N:24]=[CH:23][C:22]([CH2:25][CH3:26])=[CH:21][N:20]=3)[CH2:11][CH2:10]2)=[N:6][CH:7]=1, predict the reactants needed to synthesize it. The reactants are: [Br:1][C:2]1[CH:3]=[C:4]([N+:15]([O-:17])=[O:16])[C:5]([NH:8][CH:9]2[CH2:14][CH2:13][NH:12][CH2:11][CH2:10]2)=[N:6][CH:7]=1.Cl[C:19]1[N:24]=[CH:23][C:22]([CH2:25][CH3:26])=[CH:21][N:20]=1.C([O-])([O-])=O.[K+].[K+].O.